Dataset: Full USPTO retrosynthesis dataset with 1.9M reactions from patents (1976-2016). Task: Predict the reactants needed to synthesize the given product. (1) Given the product [C:8]([N:45]1[CH2:46][CH2:47][CH2:48][C@H:44]1[C:43]([N:42]([CH:39]1[CH2:38][CH2:37][N:36]([C:24]2[N:23]=[C:22]([NH:21][C:18]3[CH:19]=[CH:20][C:15]([Cl:14])=[CH:16][C:17]=3[F:51])[C:31]3[C:26](=[CH:27][C:28]([O:34][CH3:35])=[C:29]([O:32][CH3:33])[CH:30]=3)[N:25]=2)[CH2:41][CH2:40]1)[CH3:50])=[O:49])(=[O:10])[CH3:9], predict the reactants needed to synthesize it. The reactants are: C(N(CC)CC)C.[C:8](Cl)(=[O:10])[CH3:9].Cl.Cl.[Cl:14][C:15]1[CH:20]=[CH:19][C:18]([NH:21][C:22]2[C:31]3[C:26](=[CH:27][C:28]([O:34][CH3:35])=[C:29]([O:32][CH3:33])[CH:30]=3)[N:25]=[C:24]([N:36]3[CH2:41][CH2:40][CH:39]([N:42]([CH3:50])[C:43](=[O:49])[C@@H:44]4[CH2:48][CH2:47][CH2:46][NH:45]4)[CH2:38][CH2:37]3)[N:23]=2)=[C:17]([F:51])[CH:16]=1.C(=O)(O)[O-].[Na+]. (2) Given the product [F:12][C:4]1[C:5]([O:10][CH3:11])=[CH:6][C:7]([O:8][CH3:9])=[C:2]([F:1])[C:3]=1[N:13]1[CH2:18][C:17]2[CH:19]=[N:20][C:21]3[N:25]([C:42]([O:41][C:37]([CH3:40])([CH3:39])[CH3:38])=[O:44])[CH:24]=[C:23]([I:35])[C:22]=3[C:16]=2[N:15]([CH3:26])[C:14]1=[O:27], predict the reactants needed to synthesize it. The reactants are: [F:1][C:2]1[C:7]([O:8][CH3:9])=[CH:6][C:5]([O:10][CH3:11])=[C:4]([F:12])[C:3]=1[N:13]1[CH2:18][C:17]2[CH:19]=[N:20][C:21]3[NH:25][CH:24]=[CH:23][C:22]=3[C:16]=2[N:15]([CH3:26])[C:14]1=[O:27].CN(C)C=O.[OH-].[K+].[I:35]I.[C:37]([O:41][C:42]([O:44]C(OC(C)(C)C)=O)=O)([CH3:40])([CH3:39])[CH3:38].